Dataset: TCR-epitope binding with 47,182 pairs between 192 epitopes and 23,139 TCRs. Task: Binary Classification. Given a T-cell receptor sequence (or CDR3 region) and an epitope sequence, predict whether binding occurs between them. (1) The epitope is HPVGEADYFEY. The TCR CDR3 sequence is CASSLARDGLVNYEQYF. Result: 0 (the TCR does not bind to the epitope). (2) The TCR CDR3 sequence is CASSETGQTYEQYF. Result: 0 (the TCR does not bind to the epitope). The epitope is TPQDLNTML. (3) The epitope is KLGGALQAK. The TCR CDR3 sequence is CSVVGTNTEAFF. Result: 1 (the TCR binds to the epitope). (4) The epitope is HPVGEADYFEY. The TCR CDR3 sequence is CASSLTPVETQYF. Result: 0 (the TCR does not bind to the epitope).